Dataset: Reaction yield outcomes from USPTO patents with 853,638 reactions. Task: Predict the reaction yield, written as a fraction of the theoretical maximum amount of product (1.0 means a 100% yield; for example, 0.34 means a 34% yield). (1) The reactants are [C:1]([Mg]Br)#[CH:2].[CH3:5][O:6][C:7]1[C:12]([O:13][CH3:14])=[CH:11][C:10]([CH2:15][O:16][CH3:17])=[CH:9][C:8]=1[C:18](=[O:23])[C:19]([CH3:22])([CH3:21])[CH3:20]. The catalyst is C1COCC1. The product is [CH3:5][O:6][C:7]1[C:12]([O:13][CH3:14])=[CH:11][C:10]([CH2:15][O:16][CH3:17])=[CH:9][C:8]=1[C:18]([OH:23])([C:19]([CH3:20])([CH3:22])[CH3:21])[C:1]#[CH:2]. The yield is 0.840. (2) The yield is 0.930. The reactants are [CH3:1][O:2][C:3]1[CH:4]=[C:5](/[CH:13]=[CH:14]/[C:15]([NH:17][C:18]2[CH:26]=[CH:25][CH:24]=[CH:23][C:19]=2[C:20]([OH:22])=[O:21])=O)[CH:6]=[CH:7][C:8]=1[O:9][CH2:10][C:11]#[CH:12]. The catalyst is C(OC(=O)C)(=O)C.O. The product is [CH3:1][O:2][C:3]1[CH:4]=[C:5]([CH:6]=[CH:7][C:8]=1[O:9][CH2:10][C:11]#[CH:12])/[CH:13]=[CH:14]/[C:15]1[O:21][C:20](=[O:22])[C:19]2[CH:23]=[CH:24][CH:25]=[CH:26][C:18]=2[N:17]=1. (3) The reactants are [OH:1][CH:2]1[CH2:7][CH2:6][CH:5]([C:8]([O:10][CH2:11][CH3:12])=[O:9])[CH2:4][CH2:3]1.N1C=CN=C1.[C:18]([Si:22](Cl)([C:29]1[CH:34]=[CH:33][CH:32]=[CH:31][CH:30]=1)[C:23]1[CH:28]=[CH:27][CH:26]=[CH:25][CH:24]=1)([CH3:21])([CH3:20])[CH3:19].O. The catalyst is ClCCl. The product is [CH2:11]([O:10][C:8]([CH:5]1[CH2:4][CH2:3][CH:2]([O:1][Si:22]([C:18]([CH3:21])([CH3:20])[CH3:19])([C:29]2[CH:30]=[CH:31][CH:32]=[CH:33][CH:34]=2)[C:23]2[CH:28]=[CH:27][CH:26]=[CH:25][CH:24]=2)[CH2:7][CH2:6]1)=[O:9])[CH3:12]. The yield is 0.890. (4) The reactants are [CH3:1][N:2]1[CH2:6][CH2:5][C:4]([C:8]#[C:9][Si](C(C)C)(C(C)C)C(C)C)([OH:7])[CH2:3]1.[F-].C([N+](CCCC)(CCCC)CCCC)CCC. The product is [C:8]([C:4]1([OH:7])[CH2:5][CH2:6][N:2]([CH3:1])[CH2:3]1)#[CH:9]. The yield is 0.580. The catalyst is O1CCCC1.